The task is: Predict which catalyst facilitates the given reaction.. This data is from Catalyst prediction with 721,799 reactions and 888 catalyst types from USPTO. (1) The catalyst class is: 2. Reactant: [CH2:1]([O:8][C:9](=[O:14])[C@H:10]([CH2:12][OH:13])[NH2:11])[C:2]1[CH:7]=[CH:6][CH:5]=[CH:4][CH:3]=1.[C:15]([O:23][C@H:24]([CH2:29][CH2:30][CH2:31][CH2:32][CH2:33][CH2:34][CH2:35][CH2:36][CH2:37][CH2:38][CH3:39])[CH2:25][C:26](O)=[O:27])(=[O:22])[CH2:16][CH2:17][CH2:18][CH2:19][CH2:20][CH3:21].C(Cl)CCl.CI. Product: [CH2:1]([O:8][C:9](=[O:14])[C@H:10]([CH2:12][OH:13])[NH:11][C:26](=[O:27])[CH2:25][C@H:24]([O:23][C:15](=[O:22])[CH2:16][CH2:17][CH2:18][CH2:19][CH2:20][CH3:21])[CH2:29][CH2:30][CH2:31][CH2:32][CH2:33][CH2:34][CH2:35][CH2:36][CH2:37][CH2:38][CH3:39])[C:2]1[CH:7]=[CH:6][CH:5]=[CH:4][CH:3]=1. (2) Reactant: [N:1]1[C:6]2[NH:7][C:8]3[CH2:13][CH2:12][NH:11][CH2:10][C:9]=3[C:5]=2[C:4]([NH:14][C:15]2[CH:24]=[CH:23][C:22]3[CH2:21][CH2:20][CH2:19][CH2:18][C:17]=3[CH:16]=2)=[CH:3][CH:2]=1.[C:25](OC(=O)C)(=[O:27])[CH3:26].C(N(CC)CC)C. Product: [CH:16]1[C:17]2[CH2:18][CH2:19][CH2:20][CH2:21][C:22]=2[CH:23]=[CH:24][C:15]=1[NH:14][C:4]1[C:5]2[C:9]3[CH2:10][N:11]([C:25](=[O:27])[CH3:26])[CH2:12][CH2:13][C:8]=3[NH:7][C:6]=2[N:1]=[CH:2][CH:3]=1. The catalyst class is: 26.